This data is from Full USPTO retrosynthesis dataset with 1.9M reactions from patents (1976-2016). The task is: Predict the reactants needed to synthesize the given product. (1) Given the product [OH:2][CH2:3][C:4]1[CH:5]=[C:6]([C:10](=[O:24])/[CH:11]=[CH:12]/[C:13]2[CH:14]=[CH:15][C:16](/[CH:19]=[CH:20]/[C:21]([NH:39][O:40][CH:41]3[CH2:46][CH2:45][CH2:44][CH2:43][O:42]3)=[O:23])=[CH:17][CH:18]=2)[CH:7]=[CH:8][CH:9]=1, predict the reactants needed to synthesize it. The reactants are: [K+].[OH:2][CH2:3][C:4]1[CH:5]=[C:6]([C:10](=[O:24])/[CH:11]=[CH:12]/[C:13]2[CH:18]=[CH:17][C:16](/[CH:19]=[CH:20]/[C:21]([O-:23])=O)=[CH:15][CH:14]=2)[CH:7]=[CH:8][CH:9]=1.C(Cl)CCl.C1C=CC2N(O)N=NC=2C=1.[NH2:39][O:40][CH:41]1[CH2:46][CH2:45][CH2:44][CH2:43][O:42]1. (2) The reactants are: [OH:1][CH2:2][C:3]1[CH:39]=[CH:38][C:6]2[CH2:7][CH2:8][CH2:9][CH:10]([N:12](C(OC(C)(C)C)=O)[CH2:13][C@H:14]([O:23][Si](CC)(CC)CC)[CH2:15][O:16][C:17]3[CH:22]=[CH:21][CH:20]=[CH:19][CH:18]=3)[CH2:11][C:5]=2[CH:4]=1.[ClH:40]. Given the product [ClH:40].[OH:1][CH2:2][C:3]1[CH:39]=[CH:38][C:6]2[CH2:7][CH2:8][CH2:9][CH:10]([NH:12][CH2:13][C@H:14]([OH:23])[CH2:15][O:16][C:17]3[CH:22]=[CH:21][CH:20]=[CH:19][CH:18]=3)[CH2:11][C:5]=2[CH:4]=1, predict the reactants needed to synthesize it.